Dataset: Retrosynthesis with 50K atom-mapped reactions and 10 reaction types from USPTO. Task: Predict the reactants needed to synthesize the given product. (1) Given the product CCc1cnc(-c2cnc(N3CCC(C(=O)NS(=O)(=O)c4ccc(Cl)s4)CC3)c(Cl)c2NC)o1, predict the reactants needed to synthesize it. The reactants are: CCc1cnc(-c2cnc(N3CCC(C(=O)O)CC3)c(Cl)c2NC)o1.NS(=O)(=O)c1ccc(Cl)s1. (2) The reactants are: Cc1nc(N(Cc2ccccc2)Cc2ccccc2)c([N+](=O)[O-])c(NCC2(O)CCCCC2)c1C. Given the product Cc1nc(N(Cc2ccccc2)Cc2ccccc2)c(N)c(NCC2(O)CCCCC2)c1C, predict the reactants needed to synthesize it. (3) Given the product CC(C)(C)OC(=O)Nc1ccc(-c2ccsc2)cc1[N+](=O)[O-], predict the reactants needed to synthesize it. The reactants are: CC(C)(C)OC(=O)Nc1ccc(Br)cc1[N+](=O)[O-].OB(O)c1ccsc1. (4) Given the product CC1CCN2C(=N1)C(=O)c1cc(S(=O)(=O)N3CCCC3)ccc12, predict the reactants needed to synthesize it. The reactants are: CC1CCN2C(=N1)C1(OCCCO1)c1cc(S(=O)(=O)N3CCCC3)ccc12. (5) Given the product CCOC(=O)N(CCC1CCCCC1)c1cc(Cl)c2nc[nH]c2n1, predict the reactants needed to synthesize it. The reactants are: BrCCC1CCCCC1.CCOC(=O)Nc1cc(Cl)c2nc[nH]c2n1. (6) Given the product N#Cc1cc(-c2nc(-c3ccc4c(c3)CCNCC4)no2)ccc1N1CC(F)C1, predict the reactants needed to synthesize it. The reactants are: CC(C)(C)OC(=O)N1CCc2ccc(-c3noc(-c4ccc(N5CC(F)C5)c(C#N)c4)n3)cc2CC1. (7) Given the product COc1ccc(CCNC(=O)CN(C(=O)OCc2ccccc2)c2ccc(C)cc2)cc1OC, predict the reactants needed to synthesize it. The reactants are: COc1ccc(CCNC(=O)CNc2ccc(C)cc2)cc1OC.O=C(Cl)OCc1ccccc1.